Dataset: Reaction yield outcomes from USPTO patents with 853,638 reactions. Task: Predict the reaction yield, written as a fraction of the theoretical maximum amount of product (1.0 means a 100% yield; for example, 0.34 means a 34% yield). The reactants are [F:1][C:2]([F:9])([F:8])[C:3](=O)[CH2:4][C:5]#[N:6].[Cl:10][C:11]1[CH:12]=[C:13]([NH:17][NH2:18])[CH:14]=[CH:15][CH:16]=1. The catalyst is C(O)C. The product is [Cl:10][C:11]1[CH:12]=[C:13]([N:17]2[C:5]([NH2:6])=[CH:4][C:3]([C:2]([F:9])([F:8])[F:1])=[N:18]2)[CH:14]=[CH:15][CH:16]=1. The yield is 0.100.